Dataset: Reaction yield outcomes from USPTO patents with 853,638 reactions. Task: Predict the reaction yield, written as a fraction of the theoretical maximum amount of product (1.0 means a 100% yield; for example, 0.34 means a 34% yield). (1) The reactants are [N:1]1[CH:6]=[CH:5][CH:4]=[CH:3][C:2]=1[CH:7]=[C:8]1[CH2:13][CH2:12][N:11]([C:14]([NH:16][C:17]2[S:18][C:19]([C:22]3[CH:30]=[CH:29][C:25]([C:26]([OH:28])=O)=[CH:24][CH:23]=3)=[CH:20][N:21]=2)=[O:15])[CH2:10][CH2:9]1.CCN=C=NCCCN(C)C.[CH3:42][S:43]([NH2:46])(=[O:45])=[O:44].O. The catalyst is CN(C=O)C.CN(C1C=CN=CC=1)C. The product is [CH3:42][S:43]([NH:46][C:26]([C:25]1[CH:29]=[CH:30][C:22]([C:19]2[S:18][C:17]([NH:16][C:14]([N:11]3[CH2:12][CH2:13][C:8](=[CH:7][C:2]4[CH:3]=[CH:4][CH:5]=[CH:6][N:1]=4)[CH2:9][CH2:10]3)=[O:15])=[N:21][CH:20]=2)=[CH:23][CH:24]=1)=[O:28])(=[O:45])=[O:44]. The yield is 0.130. (2) The reactants are [NH2:1][C:2]1[CH:8]=[C:7]([F:9])[C:6]([F:10])=[CH:5][C:3]=1[NH2:4].[C:11](=S)=[S:12]. The catalyst is C(O)C. The product is [F:9][C:7]1[C:6]([F:10])=[CH:5][C:3]2[N:4]=[C:11]([SH:12])[NH:1][C:2]=2[CH:8]=1. The yield is 0.650. (3) The reactants are [Br:1][C:2]1[CH:14]=[CH:13][C:12]2[C:11]3[C:6](=[CH:7][C:8]([Br:15])=[CH:9][CH:10]=3)[CH2:5][C:4]=2[CH:3]=1.[C:16]([O:20][CH3:21])(=[O:19])[CH:17]=[CH2:18].[OH-:22].[Na+]. The catalyst is C1(C)C=CC=CC=1. The product is [Br:1][C:2]1[CH:14]=[CH:13][C:12]2[C:11]3[C:6](=[CH:7][C:8]([Br:15])=[CH:9][CH:10]=3)[C:5]([CH2:18][CH2:17][C:16]([O:20][CH3:21])=[O:22])([CH2:18][CH2:17][C:16]([O:20][CH3:21])=[O:19])[C:4]=2[CH:3]=1. The yield is 0.800. (4) The reactants are [CH3:1][O:2][C:3]1[C:4](=[O:27])[C:5]([CH3:26])=[C:6]([CH2:12][C:13]2[C:14]([O:22]C(=O)C)=[C:15]([CH:19]=[CH:20][CH:21]=2)[C:16]([OH:18])=[O:17])[C:7](=[O:11])[C:8]=1[O:9][CH3:10].C(=O)([O-])O.[Na+]. The catalyst is CO.O. The product is [CH3:1][O:2][C:3]1[C:4](=[O:27])[C:5]([CH3:26])=[C:6]([CH2:12][C:13]2[C:14]([OH:22])=[C:15]([CH:19]=[CH:20][CH:21]=2)[C:16]([OH:18])=[O:17])[C:7](=[O:11])[C:8]=1[O:9][CH3:10]. The yield is 0.310. (5) The reactants are Cl[C:2]1[N:3]=[C:4]2[S:11][C:10]([C:12]3[CH:17]=[CH:16][CH:15]=[C:14]([N+:18]([O-:20])=[O:19])[CH:13]=3)=[N:9][N:5]2[C:6](=[O:8])[CH:7]=1.[N:21]1([C:27]([O:29][C:30]([CH3:33])([CH3:32])[CH3:31])=[O:28])[CH2:26][CH2:25][NH:24][CH2:23][CH2:22]1.CCN(C(C)C)C(C)C. The catalyst is CC#N. The product is [N+:18]([C:14]1[CH:13]=[C:12]([C:10]2[S:11][C:4]3=[N:3][C:2]([N:24]4[CH2:23][CH2:22][N:21]([C:27]([O:29][C:30]([CH3:33])([CH3:32])[CH3:31])=[O:28])[CH2:26][CH2:25]4)=[CH:7][C:6](=[O:8])[N:5]3[N:9]=2)[CH:17]=[CH:16][CH:15]=1)([O-:20])=[O:19]. The yield is 0.970. (6) The reactants are C[O:2][C:3]1[CH:4]=[C:5]([CH:10]=[C:11]([C:13]2[CH:22]=[CH:21][C:20]3[C:15](=[CH:16][CH:17]=[C:18]([O:23]C)[CH:19]=3)[CH:14]=2)[CH:12]=1)[C:6]([NH:8][CH3:9])=[O:7].B(Br)(Br)Br. No catalyst specified. The product is [OH:2][C:3]1[CH:4]=[C:5]([CH:10]=[C:11]([C:13]2[CH:22]=[CH:21][C:20]3[C:15](=[CH:16][CH:17]=[C:18]([OH:23])[CH:19]=3)[CH:14]=2)[CH:12]=1)[C:6]([NH:8][CH3:9])=[O:7]. The yield is 1.00. (7) The yield is 0.210. The catalyst is C1COCC1.C(OCC)(=O)C. The product is [CH3:1][C:2]1[N:29]=[C:5]2[N:6]([CH2:39][C:36]3([C:30]4[CH:35]=[CH:34][CH:33]=[CH:32][CH:31]=4)[CH2:38][CH2:37]3)[C:7](=[O:28])[C:8]([CH2:13][C:14]3[CH:19]=[CH:18][C:17]([C:20]4[C:21]([C:26]#[N:27])=[CH:22][CH:23]=[CH:24][CH:25]=4)=[CH:16][CH:15]=3)=[C:9]([CH2:10][CH2:11][CH3:12])[N:4]2[N:3]=1. The reactants are [CH3:1][C:2]1[N:29]=[C:5]2[NH:6][C:7](=[O:28])[C:8]([CH2:13][C:14]3[CH:19]=[CH:18][C:17]([C:20]4[C:21]([C:26]#[N:27])=[CH:22][CH:23]=[CH:24][CH:25]=4)=[CH:16][CH:15]=3)=[C:9]([CH2:10][CH2:11][CH3:12])[N:4]2[N:3]=1.[C:30]1([C:36]2([CH2:39]O)[CH2:38][CH2:37]2)[CH:35]=[CH:34][CH:33]=[CH:32][CH:31]=1.C(P(CCCC)CCCC)CCC.N(C(N1CCCCC1)=O)=NC(N1CCCCC1)=O. (8) The reactants are [CH2:1]([C:3]1([CH2:22][C:23]([O:25][CH2:26][CH3:27])=[O:24])[CH2:12][CH2:11][C:10]2[C:5](=[CH:6][CH:7]=[C:8](OS(C(F)(F)F)(=O)=O)[CH:9]=2)[C:4]1=[O:21])[CH3:2].C([O-])(=O)C.[K+].[CH3:33][C:34]1([CH3:50])[C:38]([CH3:40])([CH3:39])[O:37][B:36]([B:36]2[O:37][C:38]([CH3:40])([CH3:39])[C:34]([CH3:50])([CH3:33])[O:35]2)[O:35]1. The catalyst is O1CCOCC1.C1C=CC(P(C2C=CC=CC=2)[C-]2C=CC=C2)=CC=1.C1C=CC(P(C2C=CC=CC=2)[C-]2C=CC=C2)=CC=1.Cl[Pd]Cl.[Fe+2].C(Cl)Cl.C1C=CC(P(C2C=CC=CC=2)[C-]2C=CC=C2)=CC=1.C1C=CC(P(C2C=CC=CC=2)[C-]2C=CC=C2)=CC=1.[Fe+2]. The product is [CH2:1]([C:3]1([CH2:22][C:23]([O:25][CH2:26][CH3:27])=[O:24])[CH2:12][CH2:11][C:10]2[C:5](=[CH:6][CH:7]=[C:8]([B:36]3[O:37][C:38]([CH3:40])([CH3:39])[C:34]([CH3:50])([CH3:33])[O:35]3)[CH:9]=2)[C:4]1=[O:21])[CH3:2]. The yield is 0.850. (9) The reactants are Br[C:2]1[CH:3]=[C:4]2[C:10]([CH:11]3[CH2:15][CH2:14][CH2:13][CH2:12]3)=[CH:9][NH:8][C:5]2=[N:6][CH:7]=1.[OH:16][C:17]1[CH:18]=[C:19](B(O)O)[CH:20]=[CH:21][CH:22]=1.C(=O)([O-])[O-].[Na+].[Na+].C(=O)(O)[O-].[Na+]. The catalyst is Cl[Pd-2](Cl)(P(C1C=CC=CC=1)(C1C=CC=CC=1)C1C=CC=CC=1)P(C1C=CC=CC=1)(C1C=CC=CC=1)C1C=CC=CC=1.ClCCl.C(#N)C. The product is [CH:11]1([C:10]2[C:4]3[C:5](=[N:6][CH:7]=[C:2]([C:21]4[CH:22]=[C:17]([OH:16])[CH:18]=[CH:19][CH:20]=4)[CH:3]=3)[NH:8][CH:9]=2)[CH2:15][CH2:14][CH2:13][CH2:12]1. The yield is 0.140.